Dataset: Catalyst prediction with 721,799 reactions and 888 catalyst types from USPTO. Task: Predict which catalyst facilitates the given reaction. (1) Product: [NH2:1][C:4]1[CH:5]=[C:6]([CH:9]=[CH:10][C:11]=1[OH:12])[C:7]#[N:8]. Reactant: [N+:1]([C:4]1[CH:5]=[C:6]([CH:9]=[CH:10][C:11]=1[OH:12])[C:7]#[N:8])([O-])=O. The catalyst class is: 78. (2) Reactant: [C:1]1(=O)[CH2:6][CH2:5][CH2:4][CH2:3][CH:2]1[S:7]([N:10]1[CH2:15][CH2:14][N:13]([C:16]2[CH:21]=[CH:20][C:19]([F:22])=[CH:18][CH:17]=2)[CH2:12][CH2:11]1)(=[O:9])=[O:8].Cl.[NH2:25][OH:26].C([O-])(=O)C.[K+]. Product: [OH:26][N:25]=[C:1]1[CH2:6][CH2:5][CH2:4][CH2:3][CH:2]1[S:7]([N:10]1[CH2:15][CH2:14][N:13]([C:16]2[CH:21]=[CH:20][C:19]([F:22])=[CH:18][CH:17]=2)[CH2:12][CH2:11]1)(=[O:9])=[O:8]. The catalyst class is: 5. (3) The catalyst class is: 8. Product: [CH3:4][C:5]1[CH:10]=[C:9]([CH3:11])[CH:8]=[CH:7][C:6]=1[C:12]1[CH:17]=[CH:16][N:15]=[C:14]2[NH:18][CH:19]=[C:20]([CH:21]=[N:2][OH:3])[C:13]=12. Reactant: Cl.[NH2:2][OH:3].[CH3:4][C:5]1[CH:10]=[C:9]([CH3:11])[CH:8]=[CH:7][C:6]=1[C:12]1[CH:17]=[CH:16][N:15]=[C:14]2[NH:18][CH:19]=[C:20]([CH:21]=O)[C:13]=12.C([O-])(=O)C.[Na+]. (4) Reactant: [Cl:1][C:2]1[CH:3]=[CH:4][C:5]([CH2:12][CH3:13])=[C:6]([CH:11]=1)[C:7]([O:9][CH3:10])=[O:8].[N+:14]([O-])([OH:16])=[O:15]. Product: [Cl:1][C:2]1[CH:3]=[C:4]([N+:14]([O-:16])=[O:15])[C:5]([CH2:12][CH3:13])=[C:6]([CH:11]=1)[C:7]([O:9][CH3:10])=[O:8]. The catalyst class is: 65. (5) Reactant: Cl[C:2]1[N:3]=[CH:4][C:5]2[N:11]([CH2:12][CH3:13])[C:10](=[O:14])[C:9]([F:16])([F:15])[CH2:8][N:7]([CH:17]3[CH2:21][CH2:20][CH2:19][CH2:18]3)[C:6]=2[N:22]=1.[NH2:23][C:24]1[CH:32]=[CH:31][C:27]([C:28]([OH:30])=[O:29])=[CH:26][CH:25]=1.Cl. Product: [CH:17]1([N:7]2[CH2:8][C:9]([F:16])([F:15])[C:10](=[O:14])[N:11]([CH2:12][CH3:13])[C:5]3[CH:4]=[N:3][C:2]([NH:23][C:24]4[CH:32]=[CH:31][C:27]([C:28]([OH:30])=[O:29])=[CH:26][CH:25]=4)=[N:22][C:6]2=3)[CH2:21][CH2:20][CH2:19][CH2:18]1. The catalyst class is: 8. (6) Reactant: C[O:2][C:3](=[O:35])[C:4]1[CH:9]=[C:8]([C:10]#[N:11])[CH:7]=[CH:6][C:5]=1[CH:12]1[C:21]2[C:20](=[O:22])[CH2:19][CH2:18][CH2:17][C:16]=2[N:15]([C:23]2[CH:28]=[CH:27][CH:26]=[C:25]([C:29]([F:32])([F:31])[F:30])[CH:24]=2)[C:14](=[O:33])[N:13]1[CH3:34].[OH-].[Li+]. Product: [C:10]([C:8]1[CH:7]=[CH:6][C:5]([CH:12]2[C:21]3[C:20](=[O:22])[CH2:19][CH2:18][CH2:17][C:16]=3[N:15]([C:23]3[CH:28]=[CH:27][CH:26]=[C:25]([C:29]([F:32])([F:30])[F:31])[CH:24]=3)[C:14](=[O:33])[N:13]2[CH3:34])=[C:4]([CH:9]=1)[C:3]([OH:35])=[O:2])#[N:11]. The catalyst class is: 38. (7) Reactant: [F:1][C:2]1[CH:3]=[C:4]([CH:8]=[CH:9][C:10]=1[N+:11]([O-:13])=[O:12])[C:5](O)=[O:6].C[N:15]1CCOCC1.ClC(OCC(C)C)=O.N. Product: [F:1][C:2]1[CH:3]=[C:4]([CH:8]=[CH:9][C:10]=1[N+:11]([O-:13])=[O:12])[C:5]([NH2:15])=[O:6]. The catalyst class is: 54.